Dataset: Peptide-MHC class II binding affinity with 134,281 pairs from IEDB. Task: Regression. Given a peptide amino acid sequence and an MHC pseudo amino acid sequence, predict their binding affinity value. This is MHC class II binding data. (1) The peptide sequence is LQPETFAVVDLNKMR. The MHC is DRB1_0101 with pseudo-sequence DRB1_0101. The binding affinity (normalized) is 0.410. (2) The peptide sequence is ENEGDNACKRTYSDR. The MHC is DRB1_1501 with pseudo-sequence DRB1_1501. The binding affinity (normalized) is 0. (3) The peptide sequence is AELMILIATNLLGQN. The MHC is HLA-DQA10102-DQB10502 with pseudo-sequence HLA-DQA10102-DQB10502. The binding affinity (normalized) is 0.0439. (4) The peptide sequence is KMIGGIGGFVKVRQYDQILI. The MHC is DRB1_0404 with pseudo-sequence DRB1_0404. The binding affinity (normalized) is 0.205. (5) The peptide sequence is IISTFHLSIPNFNQY. The MHC is DRB1_0701 with pseudo-sequence DRB1_0701. The binding affinity (normalized) is 0.878.